From a dataset of Reaction yield outcomes from USPTO patents with 853,638 reactions. Predict the reaction yield, written as a fraction of the theoretical maximum amount of product (1.0 means a 100% yield; for example, 0.34 means a 34% yield). The reactants are [CH3:1][C:2]1[N:36]=[C:5]2[N:6]([CH:29]3[CH2:34][CH2:33][C:32](=[O:35])[CH2:31][CH2:30]3)[C:7](=[O:28])[C:8]([CH2:13][C:14]3[CH:19]=[CH:18][C:17]([C:20]4[C:21]([C:26]#[N:27])=[CH:22][CH:23]=[CH:24][CH:25]=4)=[CH:16][CH:15]=3)=[C:9]([CH2:10][CH2:11][CH3:12])[N:4]2[N:3]=1.CO.[BH4-].[Na+]. The catalyst is O1CCCC1. The product is [OH:35][CH:32]1[CH2:33][CH2:34][CH:29]([N:6]2[C:7](=[O:28])[C:8]([CH2:13][C:14]3[CH:19]=[CH:18][C:17]([C:20]4[C:21]([C:26]#[N:27])=[CH:22][CH:23]=[CH:24][CH:25]=4)=[CH:16][CH:15]=3)=[C:9]([CH2:10][CH2:11][CH3:12])[N:4]3[N:3]=[C:2]([CH3:1])[N:36]=[C:5]23)[CH2:30][CH2:31]1. The yield is 0.900.